From a dataset of Forward reaction prediction with 1.9M reactions from USPTO patents (1976-2016). Predict the product of the given reaction. (1) Given the reactants [CH:1]([C:4]1[CH:5]=[N:6][C:7](=O)[NH:8][CH:9]=1)([CH3:3])[CH3:2].O=P(Cl)(Cl)[Cl:13], predict the reaction product. The product is: [Cl:13][C:7]1[N:6]=[CH:5][C:4]([CH:1]([CH3:3])[CH3:2])=[CH:9][N:8]=1. (2) Given the reactants Cl[C:2]1[N:3]=[CH:4][C:5]2[NH:11][C:10](=[O:12])[C:9]([F:14])([F:13])[CH2:8][N:7]([CH:15]3[CH2:19][CH2:18][CH2:17][CH2:16]3)[C:6]=2[N:20]=1.[NH2:21][C:22]1[CH:37]=[CH:36][C:25]([C:26]([NH:28][CH:29]2[CH2:34][CH2:33][N:32]([CH3:35])[CH2:31][CH2:30]2)=[O:27])=[CH:24][C:23]=1[O:38][CH3:39].O.C1(C)C=CC(S(O)(=O)=O)=CC=1.C(O)(C)C, predict the reaction product. The product is: [CH:15]1([N:7]2[CH2:8][C:9]([F:14])([F:13])[C:10](=[O:12])[NH:11][C:5]3[CH:4]=[N:3][C:2]([NH:21][C:22]4[CH:37]=[CH:36][C:25]([C:26]([NH:28][CH:29]5[CH2:30][CH2:31][N:32]([CH3:35])[CH2:33][CH2:34]5)=[O:27])=[CH:24][C:23]=4[O:38][CH3:39])=[N:20][C:6]2=3)[CH2:19][CH2:18][CH2:17][CH2:16]1. (3) Given the reactants [F:1][C:2]1[CH:3]=[C:4]([CH:9]=[C:10](B2OC(C)(C)C(C)(C)O2)[C:11]=1[CH3:12])[C:5]([O:7]C)=[O:6].Br[C:23]1[CH:31]=[C:30]2[C:26]([C:27]([C:32]3[CH:37]=[CH:36][C:35]([F:38])=[CH:34][CH:33]=3)=[N:28][NH:29]2)=[CH:25][CH:24]=1.C(=O)([O-])O.[Na+], predict the reaction product. The product is: [F:1][C:2]1[CH:3]=[C:4]([CH:9]=[C:10]([C:23]2[CH:31]=[C:30]3[C:26]([C:27]([C:32]4[CH:37]=[CH:36][C:35]([F:38])=[CH:34][CH:33]=4)=[N:28][NH:29]3)=[CH:25][CH:24]=2)[C:11]=1[CH3:12])[C:5]([OH:7])=[O:6].